From a dataset of Forward reaction prediction with 1.9M reactions from USPTO patents (1976-2016). Predict the product of the given reaction. (1) The product is: [C:29]([O:28][C:26]([NH:1][C:2]1[C:7]([Br:8])=[CH:6][C:5]([Br:9])=[CH:4][C:3]=1[CH2:10][NH:11][CH:12]1[CH2:17][CH2:16][CH:15]([OH:18])[CH2:14][CH2:13]1)=[O:27])([CH3:32])([CH3:31])[CH3:30]. Given the reactants [NH2:1][C:2]1[C:7]([Br:8])=[CH:6][C:5]([Br:9])=[CH:4][C:3]=1[CH2:10][NH:11][CH:12]1[CH2:17][CH2:16][CH:15]([OH:18])[CH2:14][CH2:13]1.C(N(CC)CC)C.[C:26](O[C:26]([O:28][C:29]([CH3:32])([CH3:31])[CH3:30])=[O:27])([O:28][C:29]([CH3:32])([CH3:31])[CH3:30])=[O:27], predict the reaction product. (2) Given the reactants [O:1]1[CH2:5][CH2:4][O:3][CH:2]1[C:6]1[O:10][C:9]([C:11]2[C:18]([O:19][CH2:20][O:21][CH3:22])=[CH:17][C:16]([O:23][CH2:24][O:25][CH3:26])=[CH:15][C:12]=2[CH:13]=[O:14])=[CH:8][CH:7]=1.[CH2:27]1[CH2:32][CH2:31][CH2:30][CH2:29][CH2:28]1.C(OCC)C.C1([Li])C=CC=CC=1.O, predict the reaction product. The product is: [O:1]1[CH2:5][CH2:4][O:3][CH:2]1[C:6]1[O:10][C:9]([C:11]2[C:18]([O:19][CH2:20][O:21][CH3:22])=[CH:17][C:16]([O:23][CH2:24][O:25][CH3:26])=[CH:15][C:12]=2[CH:13]([C:27]2[CH:32]=[CH:31][CH:30]=[CH:29][CH:28]=2)[OH:14])=[CH:8][CH:7]=1. (3) Given the reactants [NH2:1][C:2]1[CH:7]=[CH:6][C:5]([C:8]2[CH:13]=[CH:12][C:11]([C:14](=[O:25])[CH2:15][C:16]3([C:21]([O:23]C)=[O:22])[CH2:20][CH2:19][CH2:18][CH2:17]3)=[CH:10][CH:9]=2)=[CH:4][CH:3]=1.[Cl:26][C:27]1[CH:32]=[CH:31][CH:30]=[CH:29][C:28]=1[N:33]=[C:34]=[O:35].[OH-].[Na+], predict the reaction product. The product is: [Cl:26][C:27]1[CH:32]=[CH:31][CH:30]=[CH:29][C:28]=1[NH:33][C:34]([NH:1][C:2]1[CH:7]=[CH:6][C:5]([C:8]2[CH:9]=[CH:10][C:11]([C:14](=[O:25])[CH2:15][C:16]3([C:21]([OH:23])=[O:22])[CH2:17][CH2:18][CH2:19][CH2:20]3)=[CH:12][CH:13]=2)=[CH:4][CH:3]=1)=[O:35]. (4) Given the reactants [C:1]([NH:4][C:5]1[CH:10]=[CH:9][C:8]([C:11]2[C:20]3[C:15](=[CH:16][CH:17]=[C:18]([S:21][CH3:22])[CH:19]=3)[CH:14]=[N:13][N:12]=2)=[CH:7][CH:6]=1)(=[O:3])[CH3:2].[CH3:23][Li], predict the reaction product. The product is: [C:1]([NH:4][C:5]1[CH:10]=[CH:9][C:8]([C:11]2[C:20]3[C:15](=[CH:16][CH:17]=[C:18]([S:21][CH3:22])[CH:19]=3)[CH:14]([CH3:23])[NH:13][N:12]=2)=[CH:7][CH:6]=1)(=[O:3])[CH3:2]. (5) Given the reactants Br[C:2]1[CH:7]=[C:6]([F:8])[C:5]([CH:9]([N:13]2[CH2:27][CH2:26][C:16]3([O:21][CH2:20][C:19](=[O:22])[N:18]([CH:23]4[CH2:25][CH2:24]4)[CH2:17]3)[CH2:15][CH2:14]2)[C:10]([NH2:12])=[O:11])=[C:4]([F:28])[CH:3]=1.CC1(C)C(C)(C)OB([C:37]2[CH:46]=[C:45]3[C:40]([CH:41]=[CH:42][CH:43]=[N:44]3)=[CH:39][CH:38]=2)O1.C([O-])([O-])=O.[K+].[K+], predict the reaction product. The product is: [CH:23]1([N:18]2[CH2:17][C:16]3([CH2:26][CH2:27][N:13]([CH:9]([C:5]4[C:6]([F:8])=[CH:7][C:2]([C:37]5[CH:46]=[C:45]6[C:40]([CH:41]=[CH:42][CH:43]=[N:44]6)=[CH:39][CH:38]=5)=[CH:3][C:4]=4[F:28])[C:10]([NH2:12])=[O:11])[CH2:14][CH2:15]3)[O:21][CH2:20][C:19]2=[O:22])[CH2:25][CH2:24]1. (6) Given the reactants [CH:1]1([CH2:6][CH:7]([N:11]2[C:16](=[O:17])[CH:15]=[CH:14][CH:13]=[N:12]2)[C:8]([OH:10])=O)[CH2:5][CH2:4][CH2:3][CH2:2]1.[S:18]1[CH:22]=[CH:21][N:20]=[C:19]1[NH2:23], predict the reaction product. The product is: [CH:1]1([CH2:6][CH:7]([N:11]2[C:16](=[O:17])[CH:15]=[CH:14][CH:13]=[N:12]2)[C:8]([NH:23][C:19]2[S:18][CH:22]=[CH:21][N:20]=2)=[O:10])[CH2:2][CH2:3][CH2:4][CH2:5]1. (7) The product is: [NH2:1][C:2]1[N:10]=[CH:9][N:8]=[C:7]2[C:3]=1[N:4]([C:21]1[CH:26]=[CH:25][C:24]([O:27][C:28]3[CH:33]=[CH:32][CH:31]=[CH:30][CH:29]=3)=[CH:23][CH:22]=1)[C:5](=[O:20])[N:6]2[C:11]1[CH:12]=[C:13]([CH:17]=[CH:18][CH:19]=1)[C:14]([N:36]([O:37][CH3:38])[CH3:35])=[O:15]. Given the reactants [NH2:1][C:2]1[N:10]=[CH:9][N:8]=[C:7]2[C:3]=1[N:4]([C:21]1[CH:26]=[CH:25][C:24]([O:27][C:28]3[CH:33]=[CH:32][CH:31]=[CH:30][CH:29]=3)=[CH:23][CH:22]=1)[C:5](=[O:20])[N:6]2[C:11]1[CH:12]=[C:13]([CH:17]=[CH:18][CH:19]=1)[C:14](O)=[O:15].Cl.[CH3:35][NH:36][O:37][CH3:38].C1C=CC2N(O)N=NC=2C=1.CCN=C=NCCCN(C)C.CCN(C(C)C)C(C)C, predict the reaction product. (8) Given the reactants [F:1][C:2]1[CH:15]=[CH:14][C:13]([F:16])=[CH:12][C:3]=1[O:4][C:5]1[CH:11]=[CH:10][C:8](N)=[CH:7][CH:6]=1.Cl.N([O-])=O.[Na+].[Na+].[I-:23], predict the reaction product. The product is: [F:1][C:2]1[CH:15]=[CH:14][C:13]([F:16])=[CH:12][C:3]=1[O:4][C:5]1[CH:11]=[CH:10][C:8]([I:23])=[CH:7][CH:6]=1. (9) The product is: [C:22]([N:21]([CH3:20])[C:17]([C:7]1[CH:6]=[CH:5][C:4]([CH:1]2[CH2:2][CH2:3]2)=[C:9]([S:10]([CH2:13][CH:14]([CH3:15])[CH3:16])(=[O:11])=[O:12])[N:8]=1)=[O:19])([CH3:25])([CH3:24])[CH3:23]. Given the reactants [CH:1]1([C:4]2[CH:5]=[CH:6][C:7]([C:17]([OH:19])=O)=[N:8][C:9]=2[S:10]([CH2:13][CH:14]([CH3:16])[CH3:15])(=[O:12])=[O:11])[CH2:3][CH2:2]1.[CH3:20][NH:21][C:22]([CH3:25])([CH3:24])[CH3:23].CN(C(ON1N=NC2C=CC=CC1=2)=[N+](C)C)C.[B-](F)(F)(F)F.CCN(C(C)C)C(C)C, predict the reaction product.